Dataset: Orexin1 receptor HTS with 218,158 compounds and 233 confirmed actives. Task: Binary Classification. Given a drug SMILES string, predict its activity (active/inactive) in a high-throughput screening assay against a specified biological target. (1) The drug is O1C(CNC(=O)Cn2nc(c3c(c2=O)cccc3)Cc2cccnc2)COc2c1cccc2. The result is 0 (inactive). (2) The compound is N1(CC2CCCC2)CCN=C1N(C)C. The result is 0 (inactive). (3) The drug is O=C(N1CCC(CC1)CCC(=O)Nc1cc(OC)ccc1)Cc1cc(OC)ccc1. The result is 0 (inactive). (4) The compound is s1c(nc(c1)C)c1c(=O)c2c(cc(O)cc2oc1)C. The result is 1 (active). (5) The compound is s1c2c(CCCC2)c(c2n(CC(C)C)c(=S)[nH]n2)c1. The result is 0 (inactive). (6) The drug is O(CC1c2c(c3c1cccc3)cccc2)C(=O)NC1CC=CCC(CC(=O)NC(Cc2ccccc2)CO)C(=O)NCC(OC1=O)c1ccccc1. The result is 0 (inactive). (7) The drug is O=C1N2c3c(C1C)cc(NC(=O)C(=O)NCCN1CCOCC1)cc3CCC2. The result is 0 (inactive). (8) The drug is o1c2c(c(O)c(c(O)c2c(=O)c(c1)c1ccc(O)cc1)C\C=C(/C)C)C\C=C(/C)C. The result is 0 (inactive).